This data is from Catalyst prediction with 721,799 reactions and 888 catalyst types from USPTO. The task is: Predict which catalyst facilitates the given reaction. (1) Reactant: Cl.[O:2]([NH2:4])[CH3:3].C(N(CC)CC)C.[F:12][C:13]1[CH:18]=[CH:17][C:16]([C:19]2[C:27]3[C:22](=[CH:23][CH:24]=[C:25]([NH:28][C:29]([C:31]4([C:58](=O)[CH3:59])[CH2:35][CH2:34][N:33]([CH2:36][C:37]([N:39]5[CH2:44][CH2:43][N:42]([C:45]6[CH:50]=[CH:49][C:48]([C:51]7[N:56]=[CH:55][CH:54]=[CH:53][N:52]=7)=[CH:47][N:46]=6)[CH2:41][CH:40]5[CH3:57])=[O:38])[CH2:32]4)=[O:30])[CH:26]=3)[NH:21][N:20]=2)=[CH:15][CH:14]=1. Product: [F:12][C:13]1[CH:18]=[CH:17][C:16]([C:19]2[C:27]3[C:22](=[CH:23][CH:24]=[C:25]([NH:28][C:29]([C:31]4([C:58](=[N:4][O:2][CH3:3])[CH3:59])[CH2:35][CH2:34][N:33]([CH2:36][C:37]([N:39]5[CH2:44][CH2:43][N:42]([C:45]6[CH:50]=[CH:49][C:48]([C:51]7[N:52]=[CH:53][CH:54]=[CH:55][N:56]=7)=[CH:47][N:46]=6)[CH2:41][CH:40]5[CH3:57])=[O:38])[CH2:32]4)=[O:30])[CH:26]=3)[NH:21][N:20]=2)=[CH:15][CH:14]=1. The catalyst class is: 5. (2) Reactant: [Cl:1][C:2]1[CH:7]=[CH:6][C:5]([S:8]([NH:11][CH:12]([C:14]2[N:15]([CH2:24][CH3:25])[C:16]3[CH:21]=[CH:20][N:19]=[C:18](Cl)[C:17]=3[N:23]=2)[CH3:13])(=[O:10])=[O:9])=[CH:4][CH:3]=1.[CH3:26][O-:27].[Na+]. Product: [Cl:1][C:2]1[CH:7]=[CH:6][C:5]([S:8]([NH:11][CH:12]([C:14]2[N:15]([CH2:24][CH3:25])[C:16]3[CH:21]=[CH:20][N:19]=[C:18]([O:27][CH3:26])[C:17]=3[N:23]=2)[CH3:13])(=[O:10])=[O:9])=[CH:4][CH:3]=1. The catalyst class is: 5. (3) Product: [C:1]([O:5][C:6]([N:8]1[CH2:13][CH2:12][N:11]([CH2:17][C:16]#[CH:15])[CH2:10][CH2:9]1)=[O:7])([CH3:4])([CH3:2])[CH3:3]. The catalyst class is: 10. Reactant: [C:1]([O:5][C:6]([N:8]1[CH2:13][CH2:12][NH:11][CH2:10][CH2:9]1)=[O:7])([CH3:4])([CH3:3])[CH3:2].Br[CH2:15][C:16]#[CH:17].C(=O)([O-])[O-].[K+].[K+].O. (4) Reactant: Cl.[F:2][C:3]1[CH:4]=[C:5]2[C:12](=[CH:13][CH:14]=1)[C:8]([CH2:9][CH2:10][NH2:11])=[CH:7][NH:6]2.[OH-].[Na+].ClCCl. Product: [F:2][C:3]1[CH:4]=[C:5]2[C:12](=[CH:13][CH:14]=1)[C:8]([CH2:9][CH2:10][NH2:11])=[CH:7][NH:6]2. The catalyst class is: 32. (5) Reactant: [C:1]([CH2:4][CH2:5][CH2:6][N:7]([CH3:68])[C@H:8]([C:12]([NH:14][C@H:15]([C:19]([N:21]([C@@H:23]([C@@H:64]([CH3:67])[CH2:65][CH3:66])[C@H:24]([O:62][CH3:63])[CH2:25][C:26]([N:28]1[CH2:32][CH2:31][CH2:30][C@H:29]1[C@H:33]([O:60][CH3:61])[C@@H:34]([CH3:59])[C:35]([NH:37][C@@H:38]([CH2:49][C:50]1[C:58]2[C:53](=[CH:54][CH:55]=[CH:56][CH:57]=2)[NH:52][CH:51]=1)[C:39]([O:41][CH2:42][C:43]1[CH:48]=[CH:47][CH:46]=[CH:45][CH:44]=1)=[O:40])=[O:36])=[O:27])[CH3:22])=[O:20])[CH:16]([CH3:18])[CH3:17])=[O:13])[CH:9]([CH3:11])[CH3:10])(O)=[O:2].[O:69]=[C:70]1[CH:74]=[CH:73][C:72](=[O:75])[N:71]1[CH2:76][CH2:77][CH2:78][CH2:79][CH2:80][C:81]([NH:83][NH2:84])=[O:82].F[P-](F)(F)(F)(F)F.N1(OC(N(C)C)=[N+](C)C)C2N=CC=CC=2N=N1.C(N(CC)C(C)C)(C)C. Product: [O:75]=[C:72]1[CH:73]=[CH:74][C:70](=[O:69])[N:71]1[CH2:76][CH2:77][CH2:78][CH2:79][CH2:80][C:81]([NH:83][NH:84][C:1](=[O:2])[CH2:4][CH2:5][CH2:6][N:7]([CH3:68])[C@H:8]([C:12]([NH:14][C@H:15]([C:19]([N:21]([C@@H:23]([C@@H:64]([CH3:67])[CH2:65][CH3:66])[C@H:24]([O:62][CH3:63])[CH2:25][C:26]([N:28]1[CH2:32][CH2:31][CH2:30][C@H:29]1[C@H:33]([O:60][CH3:61])[C@@H:34]([CH3:59])[C:35]([NH:37][C@@H:38]([CH2:49][C:50]1[C:58]2[C:53](=[CH:54][CH:55]=[CH:56][CH:57]=2)[NH:52][CH:51]=1)[C:39]([O:41][CH2:42][C:43]1[CH:48]=[CH:47][CH:46]=[CH:45][CH:44]=1)=[O:40])=[O:36])=[O:27])[CH3:22])=[O:20])[CH:16]([CH3:17])[CH3:18])=[O:13])[CH:9]([CH3:10])[CH3:11])=[O:82]. The catalyst class is: 3. (6) Reactant: N#N.Br[C:4]1[CH:9]=[CH:8][CH:7]=[CH:6][C:5]=1[CH2:10][CH3:11].[O:12]1[CH2:14][CH2:13]1. Product: [CH2:10]([C:5]1[CH:6]=[CH:7][CH:8]=[CH:9][C:4]=1[CH2:14][CH2:13][OH:12])[CH3:11]. The catalyst class is: 1. (7) Reactant: [SH:1][CH2:2][CH2:3][CH2:4][S:5][CH2:6][CH2:7][C:8]([O:10][CH3:11])=[O:9].[Br:12][CH2:13][CH2:14][CH2:15]Br.CCN(C(C)C)C(C)C. Product: [Br:12][CH2:13][CH2:14][CH2:15][S:1][CH2:2][CH2:3][CH2:4][S:5][CH2:6][CH2:7][C:8]([O:10][CH3:11])=[O:9]. The catalyst class is: 44.